This data is from Catalyst prediction with 721,799 reactions and 888 catalyst types from USPTO. The task is: Predict which catalyst facilitates the given reaction. (1) Reactant: C1(CCC=O)C=CC=CC=1.NC1C=CC(SC2C=CC(CC(OCC)=O)=CC=2)=CC=1.C([BH3-])#N.[Na+].[CH2:35]([O:37][C:38](=[O:72])[CH2:39][C:40]1[CH:45]=[CH:44][C:43]([S:46][C:47]2[CH:52]=[CH:51][C:50]([N:53](CCCC3C=CC=CC=3)[CH2:54][CH2:55][CH2:56][C:57]3[CH:62]=[CH:61][CH:60]=[CH:59][CH:58]=3)=[CH:49][CH:48]=2)=[CH:42][CH:41]=1)[CH3:36]. Product: [C:57]1([CH2:56][CH2:55][CH2:54][NH:53][C:50]2[CH:51]=[CH:52][C:47]([S:46][C:43]3[CH:42]=[CH:41][C:40]([CH2:39][C:38]([O:37][CH2:35][CH3:36])=[O:72])=[CH:45][CH:44]=3)=[CH:48][CH:49]=2)[CH:62]=[CH:61][CH:60]=[CH:59][CH:58]=1. The catalyst class is: 640. (2) Reactant: [F:1][CH2:2][C:3]1[N:4]=[CH:5][C:6]([C:9]([O:11]C)=[O:10])=[N:7][CH:8]=1.O.O.[OH-].[Li+].CCOCC. Product: [F:1][CH2:2][C:3]1[N:4]=[CH:5][C:6]([C:9]([OH:11])=[O:10])=[N:7][CH:8]=1. The catalyst class is: 12. (3) Reactant: C(=O)([O-])O.[Na+].Cl.[NH2:7][OH:8].[F:9][C:10]1[CH:15]=[C:14]([C:16]([F:19])([F:18])[F:17])[C:13]([C:20]2[CH:25]=[CH:24][N:23]=[C:22]([C:26]#[N:27])[CH:21]=2)=[CH:12][CH:11]=1. Product: [F:9][C:10]1[CH:15]=[C:14]([C:16]([F:19])([F:18])[F:17])[C:13]([C:20]2[CH:25]=[CH:24][N:23]=[C:22]([C:26](=[N:7][OH:8])[NH2:27])[CH:21]=2)=[CH:12][CH:11]=1. The catalyst class is: 8. (4) Product: [N+:27]([C:30]1[CH:31]=[C:32]2[C:36](=[CH:37][CH:38]=1)[N:35]([NH:39][C:24]([C:20]1[C:21]([CH3:23])=[N:22][C:17]([C:13]3[CH:14]=[CH:15][CH:16]=[C:11]([F:10])[CH:12]=3)=[N:18][CH:19]=1)=[O:26])[CH:34]=[CH:33]2)([O-:29])=[O:28]. Reactant: CCN(C(C)C)C(C)C.[F:10][C:11]1[CH:12]=[C:13]([C:17]2[N:22]=[C:21]([CH3:23])[C:20]([C:24]([OH:26])=O)=[CH:19][N:18]=2)[CH:14]=[CH:15][CH:16]=1.[N+:27]([C:30]1[CH:31]=[C:32]2[C:36](=[CH:37][CH:38]=1)[N:35]([NH2:39])[CH:34]=[CH:33]2)([O-:29])=[O:28].CN(C(SC1[N+]([O-])=CC=CC=1)=[N+](C)C)C.F[P-](F)(F)(F)(F)F. The catalyst class is: 3. (5) Reactant: [N:1]1[CH:6]=[CH:5][CH:4]=[CH:3][C:2]=1[O:7][CH2:8][CH:9]=O.Cl.[C:12]([NH:16][OH:17])([CH3:15])([CH3:14])[CH3:13]. Product: [C:12]([N+:16]([O-:17])=[CH:9][CH2:8][O:7][C:2]1[CH:3]=[CH:4][CH:5]=[CH:6][N:1]=1)([CH3:15])([CH3:14])[CH3:13]. The catalyst class is: 5. (6) The catalyst class is: 83. Product: [CH3:1][O:2][C:3]1[N:8]=[CH:7][C:6]([C:9]2[C:10]([CH3:32])=[C:11]([CH:28]=[CH:29][C:30]=2[CH3:31])[CH2:12][NH:13][C:14]2[CH:27]=[CH:26][C:17]3[C@H:18]([CH2:21][C:22]([OH:24])=[O:23])[CH2:19][O:20][C:16]=3[CH:15]=2)=[CH:5][CH:4]=1. Reactant: [CH3:1][O:2][C:3]1[N:8]=[CH:7][C:6]([C:9]2[C:10]([CH3:32])=[C:11]([CH:28]=[CH:29][C:30]=2[CH3:31])[CH2:12][NH:13][C:14]2[CH:27]=[CH:26][C:17]3[C@H:18]([CH2:21][C:22]([O:24]C)=[O:23])[CH2:19][O:20][C:16]=3[CH:15]=2)=[CH:5][CH:4]=1.[OH-].[Na+]. (7) Reactant: COC1C=C(OC)C=CC=1C[N:6]1[C:11]2[N:12]=[CH:13][CH:14]=[CH:15][C:10]=2[CH2:9][N:8]([CH:16]2[CH2:21][CH2:20][N:19](C(OC(C)(C)C)=O)[CH2:18][CH2:17]2)[C:7]1=[O:29]. Product: [NH:19]1[CH2:18][CH2:17][CH:16]([N:8]2[CH2:9][C:10]3[CH:15]=[CH:14][CH:13]=[N:12][C:11]=3[NH:6][C:7]2=[O:29])[CH2:21][CH2:20]1. The catalyst class is: 55. (8) Reactant: [CH3:1][C:2]1[N:6]=[C:5]([CH3:7])[N:4]([C:8]2[N:13]=[C:12]([CH3:14])[N:11]=[C:10]([CH:15]3[CH2:17][CH:16]3[C:18](O)=O)[CH:9]=2)[N:3]=1.[CH3:21][NH:22][C:23]1[C:28]([NH2:29])=[CH:27][CH:26]=[CH:25][CH:24]=1.Cl.C(N=C=NCCCN(C)C)C.N1C2C(=NC=CC=2)N(O)N=1.C(N(C(C)C)CC)(C)C. Product: [CH3:1][C:2]1[N:6]=[C:5]([CH3:7])[N:4]([C:8]2[N:13]=[C:12]([CH3:14])[N:11]=[C:10]([CH:15]3[CH2:17][CH:16]3[C:18]3[N:22]([CH3:21])[C:23]4[CH:24]=[CH:25][CH:26]=[CH:27][C:28]=4[N:29]=3)[CH:9]=2)[N:3]=1. The catalyst class is: 506. (9) Reactant: Cl[C:2]1[N:3]=[N:4][C:5]([C:8]#[C:9][C:10]2[CH:15]=[CH:14][CH:13]=[CH:12][CH:11]=2)=[CH:6][CH:7]=1.Cl.[NH2:17][CH2:18][CH2:19][C:20]([CH3:23])([OH:22])[CH3:21].C(N(CC)CC)C. Product: [CH3:21][C:20]([OH:22])([CH2:19][CH2:18][NH:17][C:2]1[N:3]=[N:4][C:5]([C:8]#[C:9][C:10]2[CH:15]=[CH:14][CH:13]=[CH:12][CH:11]=2)=[CH:6][CH:7]=1)[CH3:23]. The catalyst class is: 17. (10) Reactant: [OH:1][CH2:2][CH:3]1[CH2:8][CH2:7][N:6]([C:9]([O:11][C:12]([CH3:15])([CH3:14])[CH3:13])=[O:10])[CH2:5][CH2:4]1.C(N(C(C)C)CC)(C)C.ClC(Cl)(O[C:29](=[O:35])OC(Cl)(Cl)Cl)Cl.[CH:37]([C:40]1[N:41]=[C:42]([C:45]2[CH:51]=[CH:50][CH:49]=[CH:48][C:46]=2[NH2:47])[S:43][CH:44]=1)([CH3:39])[CH3:38].C(=O)(O)[O-].[Na+]. Product: [CH:37]([C:40]1[N:41]=[C:42]([C:45]2[CH:51]=[CH:50][CH:49]=[CH:48][C:46]=2[NH:47][C:29]([O:1][CH2:2][CH:3]2[CH2:8][CH2:7][N:6]([C:9]([O:11][C:12]([CH3:15])([CH3:14])[CH3:13])=[O:10])[CH2:5][CH2:4]2)=[O:35])[S:43][CH:44]=1)([CH3:39])[CH3:38]. The catalyst class is: 20.